Dataset: Catalyst prediction with 721,799 reactions and 888 catalyst types from USPTO. Task: Predict which catalyst facilitates the given reaction. Reactant: [CH3:1][C:2]([S:11][C:12]1[CH:17]=[CH:16][C:15]([C:18]2[S:19][C:20]([C:38]3[CH:43]=[CH:42][CH:41]=[CH:40][CH:39]=3)=[C:21]([C:23]([NH:25][C:26]3[CH:31]=[CH:30][C:29]([N:32]4[CH2:37][CH2:36][O:35][CH2:34][CH2:33]4)=[CH:28][CH:27]=3)=[O:24])[N:22]=2)=[CH:14][CH:13]=1)([CH3:10])[C:3]([O:5]C(C)(C)C)=[O:4].NC1C=CC=CC=1.FC(F)(F)C(O)=O. Product: [CH3:10][C:2]([S:11][C:12]1[CH:13]=[CH:14][C:15]([C:18]2[S:19][C:20]([C:38]3[CH:39]=[CH:40][CH:41]=[CH:42][CH:43]=3)=[C:21]([C:23]([NH:25][C:26]3[CH:31]=[CH:30][C:29]([N:32]4[CH2:37][CH2:36][O:35][CH2:34][CH2:33]4)=[CH:28][CH:27]=3)=[O:24])[N:22]=2)=[CH:16][CH:17]=1)([CH3:1])[C:3]([OH:5])=[O:4]. The catalyst class is: 4.